From a dataset of Forward reaction prediction with 1.9M reactions from USPTO patents (1976-2016). Predict the product of the given reaction. (1) Given the reactants [BH4-].[Na+].[C:3]([C:5]1[CH:6]=[C:7]([CH:29]=[CH:30][C:31]=1[C:32]([F:35])([F:34])[F:33])[O:8][C:9]1[CH:14]=[CH:13][C:12]([N:15]2[C:23]3[C:18](=[CH:19][CH:20]=[CH:21][CH:22]=3)[C:17]([C:24](=[O:28])[C:25]([NH2:27])=[O:26])=[CH:16]2)=[CH:11][CH:10]=1)#[N:4], predict the reaction product. The product is: [C:3]([C:5]1[CH:6]=[C:7]([CH:29]=[CH:30][C:31]=1[C:32]([F:35])([F:33])[F:34])[O:8][C:9]1[CH:10]=[CH:11][C:12]([N:15]2[C:23]3[C:18](=[CH:19][CH:20]=[CH:21][CH:22]=3)[C:17]([CH:24]([OH:28])[C:25]([NH2:27])=[O:26])=[CH:16]2)=[CH:13][CH:14]=1)#[N:4]. (2) Given the reactants [NH:1]1[C:9]2[C:4](=[CH:5][CH:6]=[C:7]([C:10]([OH:12])=[O:11])[CH:8]=2)[CH:3]=[CH:2]1.C(N(C(C)C)CC)(C)C.[C:22](O[C:22]([O:24][C:25]([CH3:28])([CH3:27])[CH3:26])=[O:23])([O:24][C:25]([CH3:28])([CH3:27])[CH3:26])=[O:23], predict the reaction product. The product is: [C:25]([O:24][C:22]([N:1]1[C:9]2[C:4](=[CH:5][CH:6]=[C:7]([C:10]([OH:12])=[O:11])[CH:8]=2)[CH:3]=[CH:2]1)=[O:23])([CH3:28])([CH3:27])[CH3:26]. (3) The product is: [CH2:8]([O:15][C:16]1[CH:21]=[CH:20][C:19]([S:22]([NH:28][CH2:29][C@H:30]([N:35]2[CH2:40][CH2:39][N:38]([S:41]([CH3:44])(=[O:43])=[O:42])[CH2:37][CH2:36]2)[C:31]([O:33][CH3:34])=[O:32])(=[O:24])=[O:23])=[CH:18][CH:17]=1)[C:9]1[CH:14]=[CH:13][CH:12]=[CH:11][CH:10]=1. Given the reactants C(N(CC)CC)C.[CH2:8]([O:15][C:16]1[CH:21]=[CH:20][C:19]([S:22](Cl)(=[O:24])=[O:23])=[CH:18][CH:17]=1)[C:9]1[CH:14]=[CH:13][CH:12]=[CH:11][CH:10]=1.Cl.Cl.[NH2:28][CH2:29][C@H:30]([N:35]1[CH2:40][CH2:39][N:38]([S:41]([CH3:44])(=[O:43])=[O:42])[CH2:37][CH2:36]1)[C:31]([O:33][CH3:34])=[O:32].O, predict the reaction product. (4) Given the reactants Cl[C:2]1[N:3]=[CH:4][C:5]2[N:11]([CH3:12])[C:10](=[O:13])[C:9]([F:15])([F:14])[CH2:8][N:7]([CH:16]3[CH2:21][CH2:20][CH2:19][CH2:18][CH2:17]3)[C:6]=2[N:22]=1.O.C1(C)C(S(O)(=O)=O)=CC=CC=1.[NH2:35][C:36]1[CH:52]=[CH:51][C:39]([C:40]([NH:42][CH:43]2[CH2:48][CH2:47][N:46]([CH2:49][CH3:50])[CH2:45][CH2:44]2)=[O:41])=[CH:38][C:37]=1[O:53][CH3:54], predict the reaction product. The product is: [CH:16]1([N:7]2[CH2:8][C:9]([F:15])([F:14])[C:10](=[O:13])[N:11]([CH3:12])[C:5]3[CH:4]=[N:3][C:2]([NH:35][C:36]4[CH:52]=[CH:51][C:39]([C:40]([NH:42][CH:43]5[CH2:44][CH2:45][N:46]([CH2:49][CH3:50])[CH2:47][CH2:48]5)=[O:41])=[CH:38][C:37]=4[O:53][CH3:54])=[N:22][C:6]2=3)[CH2:21][CH2:20][CH2:19][CH2:18][CH2:17]1. (5) Given the reactants [H-].[Al+3].[Li+].[H-].[H-].[H-].C([O:9][C:10]([CH:12]1[CH2:17][N:16]([CH2:18][C:19]2[CH:24]=[CH:23][CH:22]=[CH:21][CH:20]=2)[CH2:15][CH2:14][N:13]1[CH2:25][C:26]1[CH:31]=[CH:30][CH:29]=[CH:28][CH:27]=1)=O)C, predict the reaction product. The product is: [CH2:25]([N:13]1[CH2:14][CH2:15][N:16]([CH2:18][C:19]2[CH:24]=[CH:23][CH:22]=[CH:21][CH:20]=2)[CH2:17][CH:12]1[CH2:10][OH:9])[C:26]1[CH:27]=[CH:28][CH:29]=[CH:30][CH:31]=1.